From a dataset of Full USPTO retrosynthesis dataset with 1.9M reactions from patents (1976-2016). Predict the reactants needed to synthesize the given product. (1) Given the product [Cl:10][C:3]1[CH:4]=[C:5]([O:8][CH3:9])[CH:6]=[CH:7][C:2]=1[CH:31]([C:30]1[N:26]([C:20]2[C:21]([F:25])=[CH:22][CH:23]=[CH:24][C:19]=2[F:18])[CH:27]=[N:28][CH:29]=1)[OH:32], predict the reactants needed to synthesize it. The reactants are: Br[C:2]1[CH:7]=[CH:6][C:5]([O:8][CH3:9])=[CH:4][C:3]=1[Cl:10].[Cl-].[Li+].C([Mg]Cl)(C)C.[F:18][C:19]1[CH:24]=[CH:23][CH:22]=[C:21]([F:25])[C:20]=1[N:26]1[C:30]([CH:31]=[O:32])=[CH:29][N:28]=[CH:27]1.[Cl-].[NH4+]. (2) Given the product [CH:22]([N:3]1[C:4]2[C:9](=[CH:8][CH:7]=[CH:6][CH:5]=2)[CH2:10][C:2]1([CH3:1])[C:15]([O:16][CH3:26])=[O:18])([CH2:24][CH3:25])[CH3:23], predict the reactants needed to synthesize it. The reactants are: [CH3:1][C:2]1[NH:3][C:4]2[C:9]([C:10]=1C(OC)=O)=[CH:8][CH:7]=[CH:6][CH:5]=2.[C:15](=[O:18])([O-])[O-:16].[Cs+].[Cs+].Br[CH:22]([CH2:24][CH3:25])[CH3:23].[CH3:26]N(C)C=O.